Dataset: Reaction yield outcomes from USPTO patents with 853,638 reactions. Task: Predict the reaction yield, written as a fraction of the theoretical maximum amount of product (1.0 means a 100% yield; for example, 0.34 means a 34% yield). (1) The reactants are [Br:1][C:2]1[C:3]([O:16][C:17]2[CH:22]=[CH:21][C:20]([N+:23]([O-])=O)=[CH:19][C:18]=2[F:26])=[C:4]2[C:9](=[CH:10][CH:11]=1)[N:8]([C:12](=[O:14])[CH3:13])[C@@H:7]([CH3:15])[CH2:6][CH2:5]2.[Cl-].[NH4+].O1CCCC1.C(O)C. The catalyst is [Fe].O. The product is [NH2:23][C:20]1[CH:21]=[CH:22][C:17]([O:16][C:3]2[C:2]([Br:1])=[CH:11][CH:10]=[C:9]3[C:4]=2[CH2:5][CH2:6][C@H:7]([CH3:15])[N:8]3[C:12](=[O:14])[CH3:13])=[C:18]([F:26])[CH:19]=1. The yield is 0.800. (2) The reactants are [C:1]1([S:7](Cl)(=[O:9])=[O:8])[CH:6]=[CH:5][CH:4]=[CH:3][CH:2]=1.C(N(CC)CC)C.Cl.[CH:19]1[C:31]2[CH:30]([CH2:32][O:33][C:34]([N:36]3[CH2:40][CH2:39][C@H:38]4[NH:41][CH2:42][C@H:43]([OH:44])[C@@H:37]34)=[O:35])[C:29]3[C:24](=[CH:25][CH:26]=[CH:27][CH:28]=3)[C:23]=2[CH:22]=[CH:21][CH:20]=1. The catalyst is ClCCl. The product is [CH:28]1[C:29]2[CH:30]([CH2:32][O:33][C:34]([N:36]3[CH2:40][CH2:39][C@H:38]4[N:41]([S:7]([C:1]5[CH:6]=[CH:5][CH:4]=[CH:3][CH:2]=5)(=[O:9])=[O:8])[CH2:42][C@H:43]([OH:44])[C@@H:37]34)=[O:35])[C:31]3[C:23](=[CH:22][CH:21]=[CH:20][CH:19]=3)[C:24]=2[CH:25]=[CH:26][CH:27]=1. The yield is 0.860. (3) The reactants are [Cl:1][C:2]1[C:3]([C:23]2[N:27]3[CH:28]=[CH:29][CH:30]=[CH:31][C:26]3=[N:25][CH:24]=2)=[N:4][C:5]([NH:8][C:9]2[CH:14]=[CH:13][C:12]([N:15]3[CH2:20][CH2:19][NH:18][CH2:17][CH2:16]3)=[CH:11][C:10]=2[O:21][CH3:22])=[N:6][CH:7]=1.C(N(CC)C(C)C)(C)C.CN(C(ON1N=NC2C=CC=NC1=2)=[N+](C)C)C.F[P-](F)(F)(F)(F)F.[CH3:65][C:66]1([CH3:74])[O:70][C@H:69]([C:71](O)=[O:72])[CH2:68][O:67]1. The catalyst is ClCCl.O. The product is [Cl:1][C:2]1[C:3]([C:23]2[N:27]3[CH:28]=[CH:29][CH:30]=[CH:31][C:26]3=[N:25][CH:24]=2)=[N:4][C:5]([NH:8][C:9]2[CH:14]=[CH:13][C:12]([N:15]3[CH2:16][CH2:17][N:18]([C:71]([C@@H:69]4[CH2:68][O:67][C:66]([CH3:74])([CH3:65])[O:70]4)=[O:72])[CH2:19][CH2:20]3)=[CH:11][C:10]=2[O:21][CH3:22])=[N:6][CH:7]=1. The yield is 0.760.